Dataset: Peptide-MHC class I binding affinity with 185,985 pairs from IEDB/IMGT. Task: Regression. Given a peptide amino acid sequence and an MHC pseudo amino acid sequence, predict their binding affinity value. This is MHC class I binding data. (1) The peptide sequence is MPRLSRNAA. The MHC is HLA-A02:01 with pseudo-sequence HLA-A02:01. The binding affinity (normalized) is 0.0847. (2) The peptide sequence is RPTFDTRLM. The MHC is HLA-B07:02 with pseudo-sequence HLA-B07:02. The binding affinity (normalized) is 0.558.